The task is: Predict which catalyst facilitates the given reaction.. This data is from Catalyst prediction with 721,799 reactions and 888 catalyst types from USPTO. (1) Reactant: [Si]([O:8][C@H:9]1[CH2:14][CH2:13][C@H:12]([CH2:15][OH:16])[CH2:11][CH2:10]1)(C(C)(C)C)(C)C.[Cl:17][C:18]1[CH:19]=[C:20]([S:25]([NH2:28])(=[O:27])=[O:26])[CH:21]=[CH:22][C:23]=1F.[H-].[Na+]. Product: [Cl:17][C:18]1[CH:19]=[C:20]([S:25]([NH2:28])(=[O:26])=[O:27])[CH:21]=[CH:22][C:23]=1[O:16][CH2:15][C@H:12]1[CH2:11][CH2:10][C@H:9]([OH:8])[CH2:14][CH2:13]1. The catalyst class is: 7. (2) Reactant: [CH3:1][N:2]([CH2:10][CH2:11][N:12]1[C:17](=[O:18])[CH:16]=[CH:15][C:14]([C:19]2[S:20][CH:21]=[C:22]([CH3:24])[CH:23]=2)=[N:13]1)C(=O)OC(C)(C)C. Product: [CH3:1][NH:2][CH2:10][CH2:11][N:12]1[C:17](=[O:18])[CH:16]=[CH:15][C:14]([C:19]2[S:20][CH:21]=[C:22]([CH3:24])[CH:23]=2)=[N:13]1. The catalyst class is: 157. (3) Reactant: [NH2:1][C:2]1[CH:3]=[C:4]([C:8]2[N:17]=[C:16]([NH:18][C:19]3[CH:20]=[C:21]4[C:25](=[CH:26][CH:27]=3)[N:24]([C:28]([O:30][C:31]([CH3:34])([CH3:33])[CH3:32])=[O:29])[N:23]=[CH:22]4)[C:15]3[C:10](=[CH:11][CH:12]=[CH:13][CH:14]=3)[N:9]=2)[CH:5]=[CH:6][CH:7]=1.[CH3:35][N:36]([CH3:40])[C:37](Cl)=[O:38].CCN(CC)CC.[Cl-]. Product: [CH3:35][N:36]([CH3:40])[C:37](=[O:38])[NH:1][C:2]1[CH:3]=[C:4]([C:8]2[N:17]=[C:16]([NH:18][C:19]3[CH:20]=[C:21]4[C:25](=[CH:26][CH:27]=3)[N:24]([C:28]([O:30][C:31]([CH3:34])([CH3:33])[CH3:32])=[O:29])[N:23]=[CH:22]4)[C:15]3[C:10](=[CH:11][CH:12]=[CH:13][CH:14]=3)[N:9]=2)[CH:5]=[CH:6][CH:7]=1. The catalyst class is: 64. (4) Reactant: CCN(C(C)C)C(C)C.[NH2:10][C@@H:11]([CH:34]([CH2:37][CH3:38])[CH2:35][CH3:36])[C:12]([N:14]([C@@H:18]([CH:31]([CH3:33])[CH3:32])[CH2:19][C@H:20]([C:22]1[S:23][CH:24]=[C:25]([C:27]([O:29][CH3:30])=[O:28])[N:26]=1)[OH:21])[CH2:15][CH2:16][CH3:17])=[O:13].[CH3:39][N:40]1[CH2:45][CH2:44][CH2:43][CH2:42][C@@H:41]1[C:46](OC1C(F)=C(F)C(F)=C(F)C=1F)=[O:47].CCOC(C)=O. Product: [CH2:35]([CH:34]([CH2:37][CH3:38])[C@H:11]([NH:10][C:46]([C@H:41]1[CH2:42][CH2:43][CH2:44][CH2:45][N:40]1[CH3:39])=[O:47])[C:12]([N:14]([C@@H:18]([CH:31]([CH3:33])[CH3:32])[CH2:19][C@H:20]([C:22]1[S:23][CH:24]=[C:25]([C:27]([O:29][CH3:30])=[O:28])[N:26]=1)[OH:21])[CH2:15][CH2:16][CH3:17])=[O:13])[CH3:36]. The catalyst class is: 3. (5) Reactant: [Br:1][C:2]1[CH:11]=[CH:10][C:9]2[N:8]=[CH:7][C:6]3[NH:12][C:13](=[O:26])[N:14]([C:15]4[CH:20]=[CH:19][C:18]([C:21]([CH3:25])([CH3:24])[C:22]#[N:23])=[CH:17][CH:16]=4)[C:5]=3[C:4]=2[CH:3]=1.C(N(CC)CC)C.[F:34][C:35]([F:48])([F:47])[O:36][C:37]1[CH:42]=[CH:41][C:40]([S:43](Cl)(=[O:45])=[O:44])=[CH:39][CH:38]=1.O. Product: [Br:1][C:2]1[CH:11]=[CH:10][C:9]2[N:8]=[CH:7][C:6]3[N:12]([S:43]([C:40]4[CH:39]=[CH:38][C:37]([O:36][C:35]([F:34])([F:47])[F:48])=[CH:42][CH:41]=4)(=[O:45])=[O:44])[C:13](=[O:26])[N:14]([C:15]4[CH:20]=[CH:19][C:18]([C:21]([CH3:24])([CH3:25])[C:22]#[N:23])=[CH:17][CH:16]=4)[C:5]=3[C:4]=2[CH:3]=1. The catalyst class is: 2. (6) Product: [CH3:1][C:2]1[CH:3]=[CH:4][C:5]([C:8]2[N:12]([C:13]3[CH:14]=[CH:15][C:16]([S:19]([NH2:22])(=[O:21])=[O:20])=[CH:17][CH:18]=3)[N:11]=[C:10]([C:23]([F:25])([F:24])[F:26])[CH:9]=2)=[CH:6][CH:7]=1.[K:27]. Reactant: [CH3:1][C:2]1[CH:3]=[CH:4][C:5]([C:8]2[N:12]([C:13]3[CH:14]=[CH:15][C:16]([S:19]([NH2:22])(=[O:21])=[O:20])=[CH:17][CH:18]=3)[N:11]=[C:10]([C:23]([F:26])([F:25])[F:24])[CH:9]=2)=[CH:6][CH:7]=1.[K:27]. The catalyst class is: 500. (7) Reactant: [Cl:1][C:2]1[N:3]=[C:4]([NH:11][C@@H:12]2[CH2:16][CH2:15][NH:14][CH2:13]2)[C:5]2[S:10][CH:9]=[CH:8][C:6]=2[N:7]=1.C(N(CC)CC)C.[C:24](Cl)(=[O:27])[CH:25]=[CH2:26]. Product: [Cl:1][C:2]1[N:3]=[C:4]([NH:11][C@@H:12]2[CH2:16][CH2:15][N:14]([C:24](=[O:27])[CH:25]=[CH2:26])[CH2:13]2)[C:5]2[S:10][CH:9]=[CH:8][C:6]=2[N:7]=1. The catalyst class is: 4.